Dataset: Reaction yield outcomes from USPTO patents with 853,638 reactions. Task: Predict the reaction yield, written as a fraction of the theoretical maximum amount of product (1.0 means a 100% yield; for example, 0.34 means a 34% yield). (1) The reactants are [NH2:1][C:2]1[CH:3]=[C:4]([C:9]([C:11]2[CH:12]=[N:13][CH:14]=[CH:15][CH:16]=2)=[O:10])[CH:5]=[C:6]([Br:8])[CH:7]=1.C(N(C(C)C)CC)(C)C.[C:26](Cl)(=[O:29])[CH2:27][CH3:28].C(=O)(O)[O-].[Na+]. The catalyst is ClC(Cl)C. The product is [Br:8][C:6]1[CH:7]=[C:2]([NH:1][C:26](=[O:29])[CH2:27][CH3:28])[CH:3]=[C:4]([C:9]([C:11]2[CH:12]=[N:13][CH:14]=[CH:15][CH:16]=2)=[O:10])[CH:5]=1. The yield is 1.00. (2) The reactants are [NH2:1][C@:2]12[CH2:37][CH2:36][C@@H:35]([C:38]([CH3:40])=[CH2:39])[C@@H:3]1[C@@H:4]1[C@@:17]([CH3:20])([CH2:18][CH2:19]2)[C@@:16]2([CH3:21])[C@@H:7]([C@:8]3([CH3:34])[C@@H:13]([CH2:14][CH2:15]2)[C:12]([CH3:23])([CH3:22])[C:11]([C:24]2[CH:33]=[CH:32][C:27]([C:28]([O:30]C)=[O:29])=[CH:26][CH:25]=2)=[CH:10][CH2:9]3)[CH2:6][CH2:5]1.CN(C)CCC(N[C@]12CC[C@@H](C(C)=C)[C@@H]1[C@@H]1[C@@](C)(CC2)[C@@]2(C)[C@@H]([C@]3(C)[C@@H](CC2)C(C)(C)C(C2C=CC(C(O)=O)=CC=2)=CC3)CC1)=O.[CH3:87][O:88][CH2:89][CH2:90][N:91]([CH3:96])[CH2:92][C:93](O)=[O:94]. No catalyst specified. The product is [CH3:87][O:88][CH2:89][CH2:90][N:91]([CH3:96])[CH2:92][C:93]([NH:1][C@:2]12[CH2:37][CH2:36][C@@H:35]([C:38]([CH3:40])=[CH2:39])[C@@H:3]1[C@@H:4]1[C@@:17]([CH3:20])([CH2:18][CH2:19]2)[C@@:16]2([CH3:21])[C@@H:7]([C@:8]3([CH3:34])[C@@H:13]([CH2:14][CH2:15]2)[C:12]([CH3:23])([CH3:22])[C:11]([C:24]2[CH:25]=[CH:26][C:27]([C:28]([OH:30])=[O:29])=[CH:32][CH:33]=2)=[CH:10][CH2:9]3)[CH2:6][CH2:5]1)=[O:94]. The yield is 0.380.